Dataset: Full USPTO retrosynthesis dataset with 1.9M reactions from patents (1976-2016). Task: Predict the reactants needed to synthesize the given product. (1) Given the product [C:49]([N:46]1[CH2:47][CH2:48][N:43]([CH2:42][CH2:41][NH:40][C@:5]23[CH2:36][CH2:35][C@@H:34]([C:37]([CH3:39])=[CH2:38])[C@@H:6]2[C@@H:7]2[C@@:2]([CH3:1])([CH2:3][CH2:4]3)[C@@:19]3([CH3:20])[C@@H:10]([C@:11]4([CH3:33])[C@@H:16]([CH2:17][CH2:18]3)[C:15]([CH3:22])([CH3:21])[C:14]([C:23]3[CH:24]=[CH:25][C:26]([C:27]([OH:29])=[O:28])=[CH:31][CH:32]=3)=[CH:13][CH2:12]4)[CH2:9][CH2:8]2)[CH2:44][CH2:45]1)(=[O:53])[CH:50]([CH3:52])[CH3:51], predict the reactants needed to synthesize it. The reactants are: [CH3:1][C@:2]12[C@@:19]3([CH3:20])[C@@H:10]([C@:11]4([CH3:33])[C@@H:16]([CH2:17][CH2:18]3)[C:15]([CH3:22])([CH3:21])[C:14]([C:23]3[CH:32]=[CH:31][C:26]([C:27]([O:29]C)=[O:28])=[CH:25][CH:24]=3)=[CH:13][CH2:12]4)[CH2:9][CH2:8][C@@H:7]1[C@H:6]1[C@H:34]([C:37]([CH3:39])=[CH2:38])[CH2:35][CH2:36][C@:5]1([NH:40][CH2:41][CH2:42][N:43]1[CH2:48][CH2:47][NH:46][CH2:45][CH2:44]1)[CH2:4][CH2:3]2.[C:49](O)(=[O:53])[CH:50]([CH3:52])[CH3:51]. (2) Given the product [NH:34]1[C:35]2[C:31](=[C:30]([C:2]3[CH:3]=[C:4]([C:20]#[N:21])[C:5]4[CH:6]=[N:7][N:8]([S:11]([C:14]5[CH:19]=[CH:18][CH:17]=[CH:16][CH:15]=5)(=[O:13])=[O:12])[C:9]=4[CH:10]=3)[CH:38]=[CH:37][CH:36]=2)[CH:32]=[CH:33]1, predict the reactants needed to synthesize it. The reactants are: Br[C:2]1[CH:3]=[C:4]([C:20]#[N:21])[C:5]2[CH:6]=[N:7][N:8]([S:11]([C:14]3[CH:19]=[CH:18][CH:17]=[CH:16][CH:15]=3)(=[O:13])=[O:12])[C:9]=2[CH:10]=1.CC1(C)C(C)(C)OB([C:30]2[CH:38]=[CH:37][CH:36]=[C:35]3[C:31]=2[CH:32]=[CH:33][NH:34]3)O1.[O-]P([O-])([O-])=O.[K+].[K+].[K+]. (3) Given the product [CH:31]([N:34]1[CH2:39][CH2:38][N:37]([CH2:19][C:14]2[N:15]([CH3:18])[C:16]3[C:12]([N:13]=2)=[C:11]([N:21]2[CH2:22][CH2:23][O:24][CH2:25][CH2:26]2)[N:10]=[C:9]([N:8]2[C:7]4[CH:27]=[CH:28][CH:29]=[CH:30][C:6]=4[N:5]=[C:4]2[CH:1]([CH3:2])[CH3:3])[N:17]=3)[CH2:36][C:35]1=[O:40])([CH3:33])[CH3:32], predict the reactants needed to synthesize it. The reactants are: [CH:1]([C:4]1[N:8]([C:9]2[N:17]=[C:16]3[C:12]([N:13]=[C:14]([CH:19]=O)[N:15]3[CH3:18])=[C:11]([N:21]3[CH2:26][CH2:25][O:24][CH2:23][CH2:22]3)[N:10]=2)[C:7]2[CH:27]=[CH:28][CH:29]=[CH:30][C:6]=2[N:5]=1)([CH3:3])[CH3:2].[CH:31]([N:34]1[CH2:39][CH2:38][NH:37][CH2:36][C:35]1=[O:40])([CH3:33])[CH3:32].C(O[BH-](OC(=O)C)OC(=O)C)(=O)C.[Na+]. (4) Given the product [C:7]([C:10]1[CH:11]=[C:12]([C:15]([NH:17][N:18]([CH2:34][C@@H:35]([O:39][C:1](=[O:5])[CH:2]([CH3:4])[CH3:3])[C:36]([OH:38])=[O:37])[CH2:19][C:20]2[CH:25]=[CH:24][C:23]([C:26]3[CH:31]=[C:30]([Cl:32])[CH:29]=[CH:28][C:27]=3[F:33])=[CH:22][CH:21]=2)=[O:16])[NH:13][N:14]=1)(=[O:9])[CH3:8], predict the reactants needed to synthesize it. The reactants are: [C:1](Cl)(=[O:5])[CH:2]([CH3:4])[CH3:3].[C:7]([C:10]1[CH:11]=[C:12]([C:15]([NH:17][N:18]([CH2:34][C@@H:35]([OH:39])[C:36]([OH:38])=[O:37])[CH2:19][C:20]2[CH:25]=[CH:24][C:23]([C:26]3[CH:31]=[C:30]([Cl:32])[CH:29]=[CH:28][C:27]=3[F:33])=[CH:22][CH:21]=2)=[O:16])[NH:13][N:14]=1)(=[O:9])[CH3:8].C1COCC1. (5) The reactants are: [Br:1][C:2]1[CH:3]=[C:4]([N+:10]([O-])=O)[C:5]([O:8][CH3:9])=[N:6][CH:7]=1.[NH4+].[Cl-]. Given the product [Br:1][C:2]1[CH:3]=[C:4]([NH2:10])[C:5]([O:8][CH3:9])=[N:6][CH:7]=1, predict the reactants needed to synthesize it.